Task: Predict which catalyst facilitates the given reaction.. Dataset: Catalyst prediction with 721,799 reactions and 888 catalyst types from USPTO (1) Product: [NH2:31][C:27]1[N:28]=[C:29]([CH3:30])[C:24]([CH2:23][NH:22][C:16](=[O:18])[C:15]2[CH:19]=[CH:20][N:21]=[C:13]([CH2:12][C:8]3[CH:9]=[C:10]4[C:5](=[C:6]([F:50])[CH:7]=3)[N:4]=[CH:3][C:2]([Cl:1])=[CH:11]4)[CH:14]=2)=[C:25]([CH3:32])[CH:26]=1. The catalyst class is: 3. Reactant: [Cl:1][C:2]1[CH:3]=[N:4][C:5]2[C:10]([CH:11]=1)=[CH:9][C:8]([CH2:12][C:13]1[CH:14]=[C:15]([CH:19]=[CH:20][N:21]=1)[C:16]([OH:18])=O)=[CH:7][CH:6]=2.[NH2:22][CH2:23][C:24]1[C:25]([CH3:32])=[CH:26][C:27]([NH2:31])=[N:28][C:29]=1[CH3:30].CN(C(ON1N=NC2C=CC=NC1=2)=[N+](C)C)C.[F:50][P-](F)(F)(F)(F)F.CCN(CC)CC. (2) Reactant: C([O:8][C:9]1[C:18]2[C:13](=[CH:14][CH:15]=[CH:16][CH:17]=2)[N:12]=[C:11]([CH2:19][O:20][C:21]2[CH:26]=[CH:25][CH:24]=[C:23]([O:27][CH2:28][CH:29]3[CH2:34][CH2:33][O:32][CH2:31][CH2:30]3)[CH:22]=2)[C:10]=1[CH3:35])C1C=CC=CC=1. Product: [CH3:35][C:10]1[C:9](=[O:8])[C:18]2[C:13](=[CH:14][CH:15]=[CH:16][CH:17]=2)[NH:12][C:11]=1[CH2:19][O:20][C:21]1[CH:26]=[CH:25][CH:24]=[C:23]([O:27][CH2:28][CH:29]2[CH2:34][CH2:33][O:32][CH2:31][CH2:30]2)[CH:22]=1. The catalyst class is: 791.